Dataset: Catalyst prediction with 721,799 reactions and 888 catalyst types from USPTO. Task: Predict which catalyst facilitates the given reaction. Reactant: [CH3:1][O:2][C:3]1[CH:41]=[CH:40][C:6]([O:7][C:8]2[CH:17]=[C:16]([NH:18][S:19]([C:22]3[CH:27]=[CH:26][C:25]([CH3:28])=[CH:24][CH:23]=3)(=[O:21])=[O:20])[C:15]([NH:29][S:30]([C:33]3[CH:38]=[CH:37][C:36]([CH3:39])=[CH:35][CH:34]=3)(=[O:32])=[O:31])=[CH:14][C:9]=2[C:10]([O:12]C)=[O:11])=[CH:5][CH:4]=1.[OH-].[K+]. Product: [CH3:1][O:2][C:3]1[CH:4]=[CH:5][C:6]([O:7][C:8]2[CH:17]=[C:16]([NH:18][S:19]([C:22]3[CH:23]=[CH:24][C:25]([CH3:28])=[CH:26][CH:27]=3)(=[O:21])=[O:20])[C:15]([NH:29][S:30]([C:33]3[CH:34]=[CH:35][C:36]([CH3:39])=[CH:37][CH:38]=3)(=[O:31])=[O:32])=[CH:14][C:9]=2[C:10]([OH:12])=[O:11])=[CH:40][CH:41]=1. The catalyst class is: 191.